This data is from Experimentally validated miRNA-target interactions with 360,000+ pairs, plus equal number of negative samples. The task is: Binary Classification. Given a miRNA mature sequence and a target amino acid sequence, predict their likelihood of interaction. (1) The miRNA is hsa-miR-548aj-5p with sequence UGCAAAAGUAAUUGCAGUUUUUG. The protein sequence of the target gene is MATDISESSGADCKGDTKNSAKLDADYPLRVLYCGVCSLPTEYCEYMPDVAKCRQWLEKNFPNEFAKLTVENSPKQETGITEGQGPVGEEEEKKKQKRGGRGQIKQKKKTVPQKVTIAKIPRAKKKYVTRVCGLATFEIDLKEAQRFFAQKFSCGASVTGEDEIIIQGDFTDDIIDVIQEKWPEVDDDSIEDLGEVKK. Result: 0 (no interaction). (2) The protein sequence of the target gene is MAAAEVADTQLMLGVGLIEKDTNGEVLWVWCYPSTTATLRNLLLRKCCLTDENKLLHPFVFGQYRRTWFYITTIEVPDSSILKKVTHFSIVLTAKDFNPEKYAAFTRILCRMYLKHGSPVKMMESYIAVLTKGICQSEENGSFLSKDFDARKAYLAGSIKDIVSQFGMETVILHTALMLKKRIVVYHPKIEAVQEFTRTLPALVWHRQDWTILHSYVHLNADELEALQMCTGYVAGFVDLEVSNRPDLYDVFVNLAESEITIAPLAKEAMAMGKLHKEMGQLIVQSAEDPEKSESHVIQD.... The miRNA is hsa-miR-367-3p with sequence AAUUGCACUUUAGCAAUGGUGA. Result: 0 (no interaction). (3) The miRNA is hsa-miR-146a-5p with sequence UGAGAACUGAAUUCCAUGGGUU. The protein sequence of the target gene is MGRSNSRSHSSRSKSRSQSSSRSRSRSHSRKKRYSSRSRSRTYSRSRSRDRMYSRDYRRDYRNNRGMRRPYGYRGRGRGYYQGGGGRYHRGGYRPVWNRRHSRSPRRGRSRSRSPKRRSVSSQRSRSRSRRSYRSSRSPRSSSSRSSSPYSKSPVSKRRGSQEKQTKKAEGEPQEESPLKSKSQEEPKDTFEHDPSESIDEFNKSSATSGDIWPGLSAYDNSPRSPHSPSPIATPPSQSSSCSDAPMLSTVHSAKNTPSQHSHSIQHSPERSGSGSVGNGSSRYSPSQNSPIHHIPSRRS.... Result: 1 (interaction). (4) The miRNA is hsa-miR-1181 with sequence CCGUCGCCGCCACCCGAGCCG. The protein sequence of the target gene is MAFTRKRQREQQLQLYSKERFSLLLLNLEEYYFEQHTAFHVQHQGSQEERKIRGSLKICSKSVIFEPDAISQPILKIPLRDCLKIGKHGENGANKHFAKAKSWGISLIFSQIYFIKEHNIVAPYKIERGKMEYVFELEVSGKVEDVVETLLQLHRASCLDKLGDQMAMITAILQSRLARTSFDKNRFQSVSEKLHMECKAEMVTPLVTNPGHVCITDTSLYFQPLNGYPKPVVQITLQDVRRIYKRRHGLMPLGLEVFCTDDDLCSDIYLKFYEPQDRDDLYFYIATYLEHHAAEHTAES.... Result: 0 (no interaction). (5) The miRNA is hsa-miR-4751 with sequence AGAGGACCCGUAGCUGCUAGAAGG. The protein sequence of the target gene is MYQVSGQRPSGCDAPYGAPSAAPGPAQTLSLLPGLEVVTGSTHPAEAAPEEGSLEEAATPMPQGNGPGIPQGLDSTDLDVPTEAVTCQPQGNPLGCTPLLPNDSGHPSELGGTRRAGNGALGGPKAHRKLQTHPSLASQGSKKSKSSSKSTTSQIPLQAQEDCCVHCILSCLFCEFLTLCNIVLDCATCGSCSSEDSCLCCCCCGSGECADCDLPCDLDCGILDACCESADCLEICMECCGLCFSS. Result: 1 (interaction). (6) The miRNA is hsa-miR-4758-3p with sequence UGCCCCACCUGCUGACCACCCUC. The protein sequence of the target gene is MSESSSKSSQPLASKQEKDGTEKRGRGRPRKQPPVSPGTALVGSQKEPSEVPTPKRPRGRPKGSKNKGAAKTRKTTTTPGRKPRGRPKKLEKEEEEGISQESSEEEQ. Result: 1 (interaction). (7) The miRNA is mmu-miR-322-5p with sequence CAGCAGCAAUUCAUGUUUUGGA. The protein sequence of the target gene is MVRKLKFHEQKLLKQVDFLNWEVTDHNLHELRVLRRYRLQRREDYTRYNQLSRAVRELARRLRDLPERDQFRVRASAALLDKLYALGLVPTRGSLELCDFVTASSFCRRRLPTVLLKLRMAQHLQAAVAFVEQGHVRVGPDVVTDPAFLVTRSMEDFVTWVDSSKIKRHVLEYNEERDDFDLEA. Result: 0 (no interaction). (8) The miRNA is hsa-miR-2276-5p with sequence GCCCUCUGUCACCUUGCAGACG. The protein sequence of the target gene is MNLNTSSNTGDTQRLKIASLDVKQILKNETELDITDNLRKKLHWAKKEKLEITTKHNAELASYESQIAKLRSEVEKGEALRQSLEYDLAVARKEAGLGRRAAEERLAEAHRIQEKLCAQNSELQAKTNETEKAFQTSQQKWKEECRRFEHDLEERDNMIQNCNREYDLLMKEKSRLEKTLQEALEKHQREKNEMESHIRETALEEFRLQEEQWEAERRELQFIVQEQDTAVQNMHKKVEKLETEHMDCSDLLRRQTSELEFSTQREERLRKEFEATTLRVRKLEENIEAERAAHLESKFN.... Result: 1 (interaction). (9) The miRNA is mmu-miR-676-3p with sequence CCGUCCUGAGGUUGUUGAGCU. The protein sequence of the target gene is MPATAYERVVYKSPSEYHYMKVCLEFQEHGVGLNVAQFKQLLVSALRDLFGEVGAALPVDVLTYDEKTLSAILRICSSGLVKLWSSLTLFGAYKSKKCAFRVIQVSPFLLALSGNSREQVLD. Result: 0 (no interaction).